The task is: Predict the reactants needed to synthesize the given product.. This data is from Full USPTO retrosynthesis dataset with 1.9M reactions from patents (1976-2016). (1) Given the product [Cl:11][CH2:12][CH2:13][CH2:14][CH2:15][CH2:16][CH2:17][O:7][C:6]1[CH:5]=[CH:4][C:3]([Br:8])=[CH:2][CH:1]=1, predict the reactants needed to synthesize it. The reactants are: [CH:1]1[C:6]([OH:7])=[CH:5][CH:4]=[C:3]([Br:8])[CH:2]=1.[OH-].[Na+].[Cl:11][CH2:12][CH2:13][CH2:14][CH2:15][CH2:16][CH2:17]Br.[K+].[Br-]. (2) The reactants are: [F:1][C:2]1[CH:7]=[CH:6][C:5]([NH:8][C:9]2[CH:10]=[CH:11][C:12]3[C:18](=[O:19])[C:17]4[CH:20]=[CH:21][CH:22]=[CH:23][C:16]=4[CH2:15][O:14][C:13]=3[CH:24]=2)=[C:4]([N+:25]([O-])=O)[CH:3]=1.O.O.[Sn](Cl)Cl.[OH-].[Na+]. Given the product [NH2:25][C:4]1[CH:3]=[C:2]([F:1])[CH:7]=[CH:6][C:5]=1[NH:8][C:9]1[CH:10]=[CH:11][C:12]2[C:18](=[O:19])[C:17]3[CH:20]=[CH:21][CH:22]=[CH:23][C:16]=3[CH2:15][O:14][C:13]=2[CH:24]=1, predict the reactants needed to synthesize it. (3) The reactants are: Br[C:2]1[CH:24]=[CH:23][C:5]2[C:6]3[N:7]([CH:11]=[C:12]([C:14]4[N:18]([CH:19]([CH3:21])[CH3:20])[N:17]=[C:16]([CH3:22])[N:15]=4)[N:13]=3)[CH2:8][CH2:9][O:10][C:4]=2[CH:3]=1.[CH3:25][CH:26]([CH2:32][N:33]1[CH:37]=[C:36](B2OC(C)(C)C(C)(C)O2)[CH:35]=[N:34]1)[C:27]([O:29][CH2:30][CH3:31])=[O:28]. Given the product [CH:19]([N:18]1[C:14]([C:12]2[N:13]=[C:6]3[C:5]4[CH:23]=[CH:24][C:2]([C:36]5[CH:35]=[N:34][N:33]([CH2:32][CH:26]([CH3:25])[C:27]([O:29][CH2:30][CH3:31])=[O:28])[CH:37]=5)=[CH:3][C:4]=4[O:10][CH2:9][CH2:8][N:7]3[CH:11]=2)=[N:15][C:16]([CH3:22])=[N:17]1)([CH3:21])[CH3:20], predict the reactants needed to synthesize it. (4) Given the product [Si:20]([O:27][CH2:28][CH2:29][C:30]1[CH:31]=[CH:32][C:33]([O:36][C@@H:41]([C:43]2[S:44][CH:45]=[CH:46][CH:47]=2)[CH2:40][CH2:39][NH:38][CH3:37])=[CH:34][CH:35]=1)([C:23]([CH3:25])([CH3:26])[CH3:24])([CH3:22])[CH3:21], predict the reactants needed to synthesize it. The reactants are: C1(P(C2C=CC=CC=2)C2C=CC=CC=2)C=CC=CC=1.[Si:20]([O:27][CH2:28][CH2:29][C:30]1[CH:35]=[CH:34][C:33]([OH:36])=[CH:32][CH:31]=1)([C:23]([CH3:26])([CH3:25])[CH3:24])([CH3:22])[CH3:21].[CH3:37][NH:38][CH2:39][CH2:40][C@@H:41]([C:43]1[S:44][CH:45]=[CH:46][CH:47]=1)O.CCOC(/N=N/C(OCC)=O)=O. (5) Given the product [SH:45][NH:46][C:20](=[O:21])/[CH:19]=[CH:18]/[C:15]1[CH:16]=[CH:17][C:12]([CH:11]=[N:10][O:9][CH2:8][C:7]2[CH:23]=[CH:24][C:4]([N+:1]([O-:3])=[O:2])=[CH:5][CH:6]=2)=[CH:13][CH:14]=1, predict the reactants needed to synthesize it. The reactants are: [N+:1]([C:4]1[CH:24]=[CH:23][C:7]([CH2:8][O:9][N:10]=[CH:11][C:12]2[CH:17]=[CH:16][C:15](/[CH:18]=[CH:19]/[C:20](O)=[O:21])=[CH:14][CH:13]=2)=[CH:6][CH:5]=1)([O-:3])=[O:2].O=S(Cl)Cl.CCN(C(C)C)C(C)C.C1(C(C2C=CC=CC=2)(C2C=CC=CC=2)[S:45][NH2:46])C=CC=CC=1. (6) Given the product [Cl:9][C:4]1[CH:5]=[C:6]([Cl:8])[CH:7]=[C:2]([Cl:1])[C:3]=1[N:10]1[C:14]2=[N:15][C:16]([CH2:20][C:21]3[CH:26]=[CH:25][CH:24]=[C:23]([OH:29])[CH:22]=3)=[N:17][C:18](=[O:19])[C:13]2=[C:12]([C:31]([F:33])([F:32])[F:34])[NH:11]1, predict the reactants needed to synthesize it. The reactants are: [Cl:1][C:2]1[CH:7]=[C:6]([Cl:8])[CH:5]=[C:4]([Cl:9])[C:3]=1[N:10]1[C:14]2=[N:15][C:16]([CH2:20][C:21]3[CH:26]=[CH:25][C:24](OC)=[C:23]([O:29]C)[CH:22]=3)=[N:17][C:18](=[O:19])[C:13]2=[C:12]([C:31]([F:34])([F:33])[F:32])[NH:11]1.B(Br)(Br)Br. (7) The reactants are: [NH2:1][C:2]1[N:7]=[C:6]([N:8]2[CH2:13][CH2:12][CH2:11][C@@H:10]([C:14]([N:16]([CH3:18])[CH3:17])=[O:15])[CH2:9]2)[CH:5]=[CH:4][C:3]=1[N+:19]([O-:21])=[O:20].N1C[CH2:26][O:25][CH2:24]C1.C(#N)C. Given the product [NH2:1][C:2]1[N:7]=[C:6]([N:8]2[CH2:13][CH2:12][CH2:11][C@@H:10]([C:14]([N:16]3[CH2:18][CH2:26][O:25][CH2:24][CH2:17]3)=[O:15])[CH2:9]2)[CH:5]=[CH:4][C:3]=1[N+:19]([O-:21])=[O:20], predict the reactants needed to synthesize it. (8) Given the product [CH3:3][O:4][CH2:5][C:6]1[N:7]([CH2:21][O:20][CH2:19][CH2:18][Si:17]([CH3:24])([CH3:23])[CH3:16])[CH:8]=[CH:9][C:10]=1[C:11]([O:13][CH2:14][CH3:15])=[O:12], predict the reactants needed to synthesize it. The reactants are: [H-].[Na+].[CH3:3][O:4][CH2:5][C:6]1[NH:7][CH:8]=[CH:9][C:10]=1[C:11]([O:13][CH2:14][CH3:15])=[O:12].[CH3:16][Si:17]([CH3:24])([CH3:23])[CH2:18][CH2:19][O:20][CH2:21]Cl.S([O-])(O)(=O)=O.[K+].